Dataset: NCI-60 drug combinations with 297,098 pairs across 59 cell lines. Task: Regression. Given two drug SMILES strings and cell line genomic features, predict the synergy score measuring deviation from expected non-interaction effect. (1) Drug 1: CC1=C2C(C(=O)C3(C(CC4C(C3C(C(C2(C)C)(CC1OC(=O)C(C(C5=CC=CC=C5)NC(=O)C6=CC=CC=C6)O)O)OC(=O)C7=CC=CC=C7)(CO4)OC(=O)C)O)C)OC(=O)C. Drug 2: C1CC(CCC1OC2=C(C(=CC=C2)Cl)F)(CC3=NC(=CC=C3)NC4=NC=CS4)C(=O)O. Cell line: SK-OV-3. Synergy scores: CSS=50.2, Synergy_ZIP=8.34, Synergy_Bliss=10.2, Synergy_Loewe=1.41, Synergy_HSA=11.3. (2) Drug 1: C1=NNC2=C1C(=O)NC=N2. Drug 2: CC1CCCC2(C(O2)CC(NC(=O)CC(C(C(=O)C(C1O)C)(C)C)O)C(=CC3=CSC(=N3)C)C)C. Cell line: MDA-MB-435. Synergy scores: CSS=46.5, Synergy_ZIP=0.117, Synergy_Bliss=-1.06, Synergy_Loewe=-34.2, Synergy_HSA=-1.02. (3) Drug 1: CC1C(C(CC(O1)OC2CC(OC(C2O)C)OC3=CC4=CC5=C(C(=O)C(C(C5)C(C(=O)C(C(C)O)O)OC)OC6CC(C(C(O6)C)O)OC7CC(C(C(O7)C)O)OC8CC(C(C(O8)C)O)(C)O)C(=C4C(=C3C)O)O)O)O. Drug 2: CCCCC(=O)OCC(=O)C1(CC(C2=C(C1)C(=C3C(=C2O)C(=O)C4=C(C3=O)C=CC=C4OC)O)OC5CC(C(C(O5)C)O)NC(=O)C(F)(F)F)O. Cell line: SK-MEL-2. Synergy scores: CSS=91.5, Synergy_ZIP=7.62, Synergy_Bliss=6.90, Synergy_Loewe=-0.305, Synergy_HSA=3.58. (4) Synergy scores: CSS=22.3, Synergy_ZIP=-4.13, Synergy_Bliss=-7.79, Synergy_Loewe=-17.6, Synergy_HSA=-6.56. Drug 2: C1CN1C2=NC(=NC(=N2)N3CC3)N4CC4. Drug 1: CC1=CC=C(C=C1)C2=CC(=NN2C3=CC=C(C=C3)S(=O)(=O)N)C(F)(F)F. Cell line: COLO 205. (5) Drug 1: COC1=C(C=C2C(=C1)N=CN=C2NC3=CC(=C(C=C3)F)Cl)OCCCN4CCOCC4. Drug 2: CN(C)C1=NC(=NC(=N1)N(C)C)N(C)C. Cell line: RXF 393. Synergy scores: CSS=17.5, Synergy_ZIP=-2.89, Synergy_Bliss=3.05, Synergy_Loewe=-36.0, Synergy_HSA=0.245.